This data is from Forward reaction prediction with 1.9M reactions from USPTO patents (1976-2016). The task is: Predict the product of the given reaction. (1) The product is: [CH3:16][O:17][C:18]1[CH:23]=[CH:22][C:21]([S:24][CH2:11][CH2:12][C:13]([OH:15])=[O:14])=[CH:20][CH:19]=1. Given the reactants COC1C=CC(SC[CH2:11][CH2:12][C:13]([OH:15])=[O:14])=CC=1.[CH3:16][O:17][C:18]1[CH:23]=[CH:22][C:21]([SH:24])=[CH:20][CH:19]=1.BrCCC(OCC)=O.[OH-].[K+], predict the reaction product. (2) Given the reactants Cl[C:2]1[N:7]=[CH:6][CH:5]=[CH:4][N:3]=1.[F:8][C:9]1[CH:26]=[CH:25][C:12]([O:13][CH2:14][C@H:15]2[CH2:24][N:19]3[CH2:20][CH2:21][NH:22][CH2:23][C@@H:18]3[CH2:17][CH2:16]2)=[CH:11][CH:10]=1.Cl, predict the reaction product. The product is: [F:8][C:9]1[CH:10]=[CH:11][C:12]([O:13][CH2:14][C@H:15]2[CH2:24][N:19]3[CH2:20][CH2:21][N:22]([C:2]4[N:7]=[CH:6][CH:5]=[CH:4][N:3]=4)[CH2:23][C@@H:18]3[CH2:17][CH2:16]2)=[CH:25][CH:26]=1.